Dataset: Full USPTO retrosynthesis dataset with 1.9M reactions from patents (1976-2016). Task: Predict the reactants needed to synthesize the given product. (1) Given the product [Cl:1][C:2]1[CH:17]=[CH:16][C:15]([Cl:18])=[CH:14][C:3]=1[O:4][C:5]1[C:10]([C:11]([N:59]2[C:60]3[C:55](=[CH:54][C:53]([F:52])=[CH:62][CH:61]=3)[CH2:56][CH2:57][CH2:58]2)=[O:13])=[CH:9][N:8]=[CH:7][N:6]=1, predict the reactants needed to synthesize it. The reactants are: [Cl:1][C:2]1[CH:17]=[CH:16][C:15]([Cl:18])=[CH:14][C:3]=1[O:4][C:5]1[C:10]([C:11]([OH:13])=O)=[CH:9][N:8]=[CH:7][N:6]=1.CN(C(ON1N=NC2C=CC=NC1=2)=[N+](C)C)C.F[P-](F)(F)(F)(F)F.C(N(CC)C(C)C)(C)C.[F:52][C:53]1[CH:54]=[C:55]2[C:60](=[CH:61][CH:62]=1)[NH:59][CH2:58][CH2:57][CH2:56]2. (2) Given the product [CH3:14][C:8]1[CH:9]=[C:10]([N+:11]([O-:13])=[O:12])[C:5]([O:18][CH3:16])=[N:6][C:7]=1[CH3:15], predict the reactants needed to synthesize it. The reactants are: C[O-].[Na+].Cl[C:5]1[C:10]([N+:11]([O-:13])=[O:12])=[CH:9][C:8]([CH3:14])=[C:7]([CH3:15])[N:6]=1.[CH2:16]([O:18]CC)C.O.